This data is from Reaction yield outcomes from USPTO patents with 853,638 reactions. The task is: Predict the reaction yield, written as a fraction of the theoretical maximum amount of product (1.0 means a 100% yield; for example, 0.34 means a 34% yield). (1) The reactants are C(OC([N:8]1[CH2:12][CH2:11][CH:10]([O:13]CC2C=CC=CC=2)[CH:9]1[CH2:21][C:22](=[O:35])[CH2:23][N:24]1[C:29](=[O:30])[C:28]2[N:31]=[CH:32][CH:33]=[CH:34][C:27]=2[N:26]=[CH:25]1)=O)(C)(C)C.Cl.C(O)C.O. The catalyst is C1COCC1.O. The product is [OH:13][CH:10]1[CH2:11][CH2:12][NH:8][CH:9]1[CH2:21][C:22](=[O:35])[CH2:23][N:24]1[C:29](=[O:30])[C:28]2[N:31]=[CH:32][CH:33]=[CH:34][C:27]=2[N:26]=[CH:25]1. The yield is 0.810. (2) The reactants are [NH2:1][C:2]1[CH:7]=[C:6]([CH2:8][OH:9])[CH:5]=[CH:4][N:3]=1.[C:10](O[C:10]([O:12][C:13]([CH3:16])([CH3:15])[CH3:14])=[O:11])([O:12][C:13]([CH3:16])([CH3:15])[CH3:14])=[O:11]. The catalyst is CC(O)(C)C. The product is [OH:9][CH2:8][C:6]1[CH:5]=[CH:4][N:3]=[C:2]([NH:1][C:10](=[O:11])[O:12][C:13]([CH3:16])([CH3:15])[CH3:14])[CH:7]=1. The yield is 0.710.